Dataset: Reaction yield outcomes from USPTO patents with 853,638 reactions. Task: Predict the reaction yield, written as a fraction of the theoretical maximum amount of product (1.0 means a 100% yield; for example, 0.34 means a 34% yield). (1) The reactants are Br[C:2]1[CH:3]=[N:4][CH:5]=[C:6]([CH:19]=1)[C:7]([N:9]=[S@:10]([CH3:18])(=[O:17])[C:11]1[CH:16]=[CH:15][CH:14]=[CH:13][CH:12]=1)=[O:8].[OH:20][C:21]1[CH:22]=[C:23]([C:27]#[CH:28])[CH:24]=[CH:25][CH:26]=1.C(N(CC)CC)C. The catalyst is Cl[Pd](Cl)([P](C1C=CC=CC=1)(C1C=CC=CC=1)C1C=CC=CC=1)[P](C1C=CC=CC=1)(C1C=CC=CC=1)C1C=CC=CC=1.[Cu]I.CN(C=O)C. The product is [OH:20][C:21]1[CH:22]=[C:23]([C:27]#[C:28][C:2]2[CH:3]=[N:4][CH:5]=[C:6]([CH:19]=2)[C:7]([N:9]=[S@:10]([CH3:18])(=[O:17])[C:11]2[CH:16]=[CH:15][CH:14]=[CH:13][CH:12]=2)=[O:8])[CH:24]=[CH:25][CH:26]=1. The yield is 0.320. (2) The reactants are [Cl:1][C:2]1[CH:3]=[C:4]([CH:7]=[C:8]([S:10]([CH3:13])(=[O:12])=[O:11])[CH:9]=1)[CH:5]=O.C(O)(=O)[CH2:15][C:16]([OH:18])=[O:17].N1CCCCC1.Cl. The catalyst is N1C=CC=CC=1. The product is [Cl:1][C:2]1[CH:3]=[C:4](/[CH:5]=[CH:15]/[C:16]([OH:18])=[O:17])[CH:7]=[C:8]([S:10]([CH3:13])(=[O:12])=[O:11])[CH:9]=1. The yield is 0.780. (3) The catalyst is C1COCC1.CC(C)=O.[Cu]Cl. The yield is 0.590. The product is [CH3:8][C@H:9]([CH2:11][CH2:12][CH2:13][CH3:14])[CH2:10][CH2:33][C:31]([OH:34])=[O:32]. The reactants are [Cl-].[Li+].C([Mg]Br)C.C(Br)[CH2:8][C@H:9]([CH2:11][CH2:12][CH:13]=[C:14](C)C)[CH3:10].CC(=CCC[C@H](C)CCCC)C.C[C:31]([CH3:33])=[O:32].[OH:34]S(O)(=O)=O.O=[Cr](=O)=O. (4) The reactants are [O:1]=[C:2]1[C:6]2([CH2:11][CH2:10][NH:9][CH2:8][CH2:7]2)[N:5]([C:12]2[CH:17]=[CH:16][CH:15]=[CH:14][CH:13]=2)[CH2:4][N:3]1[CH2:18][C:19]1[CH:20]=[C:21]([CH:29]=[CH:30][CH:31]=1)[C:22]([O:24][C:25]([CH3:28])([CH3:27])[CH3:26])=[O:23].C(=O)([O-])[O-].[K+].[K+].Br[CH2:39][CH:40]1[O:45][C:44]2[CH:46]=[CH:47][CH:48]=[CH:49][C:43]=2[O:42][CH2:41]1. The catalyst is CN(C)C=O. The product is [O:45]1[CH:40]([CH2:39][N:9]2[CH2:10][CH2:11][C:6]3([N:5]([C:12]4[CH:13]=[CH:14][CH:15]=[CH:16][CH:17]=4)[CH2:4][N:3]([CH2:18][C:19]4[CH:20]=[C:21]([CH:29]=[CH:30][CH:31]=4)[C:22]([O:24][C:25]([CH3:28])([CH3:26])[CH3:27])=[O:23])[C:2]3=[O:1])[CH2:7][CH2:8]2)[CH2:41][O:42][C:43]2[CH:49]=[CH:48][CH:47]=[CH:46][C:44]1=2. The yield is 0.540. (5) The reactants are [CH3:1][C:2]1[N:3]([S:9]([C:12]2[CH:17]=[CH:16][CH:15]=[CH:14][CH:13]=2)(=[O:11])=[O:10])[CH:4]=[CH:5][C:6]=1[CH2:7][OH:8].CS(C)=O.C(=O)([O-])O.[Na+]. The catalyst is C(N(CC)CC)C. The product is [CH3:1][C:2]1[N:3]([S:9]([C:12]2[CH:17]=[CH:16][CH:15]=[CH:14][CH:13]=2)(=[O:10])=[O:11])[CH:4]=[CH:5][C:6]=1[CH:7]=[O:8]. The yield is 0.840. (6) The reactants are C(OC([N:8]1[CH2:13][CH2:12][N:11]([CH2:14][C:15]2[C:16](=[O:34])[N:17]([CH2:30][CH:31]3[CH2:33][CH2:32]3)[N:18]=[C:19]([C:21]3[CH:26]=[CH:25][C:24]([O:27][CH3:28])=[C:23]([F:29])[CH:22]=3)[CH:20]=2)[CH2:10][CH2:9]1)=O)(C)(C)C.C(=O)([O-])[O-].[K+].[K+]. The catalyst is O. The product is [CH:31]1([CH2:30][N:17]2[C:16](=[O:34])[C:15]([CH2:14][N:11]3[CH2:12][CH2:13][NH:8][CH2:9][CH2:10]3)=[CH:20][C:19]([C:21]3[CH:26]=[CH:25][C:24]([O:27][CH3:28])=[C:23]([F:29])[CH:22]=3)=[N:18]2)[CH2:33][CH2:32]1. The yield is 0.692.